Dataset: HIV replication inhibition screening data with 41,000+ compounds from the AIDS Antiviral Screen. Task: Binary Classification. Given a drug SMILES string, predict its activity (active/inactive) in a high-throughput screening assay against a specified biological target. (1) The molecule is COC(=O)C1=CCC(n2cc(C)c(=O)[nH]c2=O)CC1. The result is 0 (inactive). (2) The drug is COc1ccc(C2CC(c3ccc4ccccc4c3O)=NN2)cc1OC. The result is 0 (inactive).